This data is from Reaction yield outcomes from USPTO patents with 853,638 reactions. The task is: Predict the reaction yield, written as a fraction of the theoretical maximum amount of product (1.0 means a 100% yield; for example, 0.34 means a 34% yield). (1) The reactants are Cl[C:2]1=[C:3]([C:24]([O:26][CH3:27])=[O:25])[NH:4][CH:5]([C:14]2[CH:19]=[CH:18][C:17]([Cl:20])=[C:16]([O:21][CH3:22])[C:15]=2[F:23])[CH2:6]/[C:7]/1=[N:8]\OS(C)(=O)=O.C([O-])([O-])=O.[K+].[K+].[CH3:34][S-].[Na+].[CH3:37][S:38](C)=O. No catalyst specified. The product is [NH2:8][C:7]1[CH:6]=[C:5]([C:14]2[CH:19]=[CH:18][C:17]([Cl:20])=[C:16]([O:21][CH3:22])[C:15]=2[F:23])[N:4]=[C:3]([C:24]([O:26][CH2:27][CH3:34])=[O:25])[C:2]=1[S:38][CH3:37]. The yield is 0.340. (2) The reactants are [F:1][C:2]([F:14])([F:13])[C:3]1[CH:8]=[CH:7][C:6]([C:9]#[C:10][CH2:11][OH:12])=[CH:5][CH:4]=1.CC(OI1(OC(C)=O)(OC(C)=O)OC(=O)C2C=CC=CC1=2)=O.C1C=CC=CC=1. The catalyst is C(Cl)Cl. The product is [F:1][C:2]([F:13])([F:14])[C:3]1[CH:4]=[CH:5][C:6]([C:9]#[C:10][CH:11]=[O:12])=[CH:7][CH:8]=1. The yield is 0.840. (3) The reactants are [Li]CCCC.[CH2:6]([C:8]1[O:9][CH:10]=[CH:11][CH:12]=1)[CH3:7].[CH2:13]1[O:15][CH2:14]1.[NH4+].[Cl-]. The catalyst is C1COCC1. The product is [CH2:6]([C:8]1[O:9][C:10]([CH2:13][CH2:14][OH:15])=[CH:11][CH:12]=1)[CH3:7]. The yield is 0.802. (4) The product is [CH3:26][CH:25]([C:15]1[C:24]2[C:19](=[CH:20][CH:21]=[CH:22][CH:23]=2)[CH:18]=[CH:17][CH:16]=1)[NH:27][CH2:8][CH2:7][CH2:6][C:5]1[CH:10]=[CH:11][CH:12]=[C:3]([C:2]([F:14])([F:13])[F:1])[CH:4]=1. The reactants are [F:1][C:2]([F:14])([F:13])[C:3]1[CH:4]=[C:5]([CH:10]=[CH:11][CH:12]=1)[CH:6]=[CH:7][CH:8]=O.[C:15]1([C@H:25]([NH2:27])[CH3:26])[C:24]2[C:19](=[CH:20][CH:21]=[CH:22][CH:23]=2)[CH:18]=[CH:17][CH:16]=1.Cl. The yield is 0.910. The catalyst is CO.[OH-].[Pd+2].[OH-]. (5) The reactants are Cl[C:2]1[CH:3]=[C:4]([N:11]([CH2:18][C:19]2[CH:24]=[CH:23][C:22]([O:25][CH3:26])=[CH:21][CH:20]=2)[C:12]2[CH:17]=[CH:16][CH:15]=[CH:14][CH:13]=2)[C:5]2[N:6]([CH:8]=[CH:9][N:10]=2)[N:7]=1.[C:27]([C:29]1[CH:34]=[CH:33][C:32](B(O)O)=[CH:31][C:30]=1[F:38])#[N:28].C(=O)([O-])[O-].[Cs+].[Cs+]. The catalyst is [Pd].C1(P(C2C=CC=CC=2)C2C=CC=CC=2)C=CC=CC=1.C1(P(C2C=CC=CC=2)C2C=CC=CC=2)C=CC=CC=1.C1(P(C2C=CC=CC=2)C2C=CC=CC=2)C=CC=CC=1.C1(P(C2C=CC=CC=2)C2C=CC=CC=2)C=CC=CC=1.CN(C=O)C. The product is [F:38][C:30]1[CH:31]=[C:32]([C:2]2[CH:3]=[C:4]([N:11]([CH2:18][C:19]3[CH:24]=[CH:23][C:22]([O:25][CH3:26])=[CH:21][CH:20]=3)[C:12]3[CH:17]=[CH:16][CH:15]=[CH:14][CH:13]=3)[C:5]3[N:6]([CH:8]=[CH:9][N:10]=3)[N:7]=2)[CH:33]=[CH:34][C:29]=1[C:27]#[N:28]. The yield is 0.240. (6) The product is [O:9]1[C:13]2[CH:14]=[CH:15][C:16]([C:5](=[O:6])[CH3:7])=[CH:17][C:12]=2[CH2:11][CH2:10]1. The reactants are [Al+3].[Cl-].[Cl-].[Cl-].[C:5](Cl)([CH3:7])=[O:6].[O:9]1[C:13]2[CH:14]=[CH:15][CH:16]=[CH:17][C:12]=2[CH2:11][CH2:10]1. The yield is 0.940. The catalyst is C(Cl)Cl.